Dataset: Full USPTO retrosynthesis dataset with 1.9M reactions from patents (1976-2016). Task: Predict the reactants needed to synthesize the given product. (1) Given the product [F:1][C:2]1[CH:3]=[C:4]([C:9](=[O:11])/[CH:10]=[CH:29]/[C:27]2[NH:26][N:25]=[C:24]([C:16]3[CH:15]=[C:14]([O:13][CH3:12])[C:19]([O:20][CH3:21])=[C:18]([O:22][CH3:23])[CH:17]=3)[CH:28]=2)[CH:5]=[CH:6][C:7]=1[F:8], predict the reactants needed to synthesize it. The reactants are: [F:1][C:2]1[CH:3]=[C:4]([C:9](=[O:11])[CH3:10])[CH:5]=[CH:6][C:7]=1[F:8].[CH3:12][O:13][C:14]1[CH:15]=[C:16]([C:24]2[CH:28]=[C:27]([CH:29]=O)[NH:26][N:25]=2)[CH:17]=[C:18]([O:22][CH3:23])[C:19]=1[O:20][CH3:21].[OH-].[Na+]. (2) Given the product [CH3:35][N:36]([CH3:37])[CH2:2][C:3]([NH:5][C:6]1[CH:14]=[CH:13][CH:12]=[C:11]2[C:7]=1[C:8](=[O:34])[N:9]([C@@H:16]([C:23]1[CH:28]=[CH:27][C:26]([O:29][CH3:30])=[C:25]([O:31][CH2:32][CH3:33])[CH:24]=1)[CH2:17][C:18]([N:20]([CH3:22])[CH3:21])=[O:19])[C:10]2=[O:15])=[O:4], predict the reactants needed to synthesize it. The reactants are: Cl[CH2:2][C:3]([NH:5][C:6]1[CH:14]=[CH:13][CH:12]=[C:11]2[C:7]=1[C:8](=[O:34])[N:9]([C@@H:16]([C:23]1[CH:28]=[CH:27][C:26]([O:29][CH3:30])=[C:25]([O:31][CH2:32][CH3:33])[CH:24]=1)[CH2:17][C:18]([N:20]([CH3:22])[CH3:21])=[O:19])[C:10]2=[O:15])=[O:4].[CH3:35][NH:36][CH3:37].O1CCCC1.